From a dataset of Full USPTO retrosynthesis dataset with 1.9M reactions from patents (1976-2016). Predict the reactants needed to synthesize the given product. (1) Given the product [CH3:33][C@H:31]1[CH2:32][N:27]2[N:26]=[CH:25][C:24]([N:10]3[CH2:11][CH:7]([C:1]4[CH:2]=[CH:3][CH:4]=[CH:5][CH:6]=4)[NH:8][C:9]3=[O:12])=[C:28]2[CH2:29][N:30]1[C:34]([O:36][C:37]([CH3:38])([CH3:40])[CH3:39])=[O:35], predict the reactants needed to synthesize it. The reactants are: [C:1]1([CH:7]2[CH2:11][NH:10][C:9](=[O:12])[NH:8]2)[CH:6]=[CH:5][CH:4]=[CH:3][CH:2]=1.CN[C@@H]1CCCC[C@H]1NC.I[C:24]1[CH:25]=[N:26][N:27]2[CH2:32][C@H:31]([CH3:33])[N:30]([C:34]([O:36][C:37]([CH3:40])([CH3:39])[CH3:38])=[O:35])[CH2:29][C:28]=12.[O-]P([O-])([O-])=O.[K+].[K+].[K+]. (2) Given the product [C:11]([O:10][C:8]([NH:7][C@@H:6]([CH2:15][C:48]1[CH:53]=[C:52]([P:54]([O:58][CH2:59][CH3:60])([O:55][CH2:56][CH3:57])=[O:61])[CH:51]=[CH:50][N:49]=1)[C:5]([O:4][CH3:3])=[O:17])=[O:9])([CH3:14])([CH3:13])[CH3:12], predict the reactants needed to synthesize it. The reactants are: II.[CH3:3][O:4][C:5](=[O:17])[C@H:6]([CH2:15]I)[NH:7][C:8]([O:10][C:11]([CH3:14])([CH3:13])[CH3:12])=[O:9].COC1C=CC=C(OC)C=1C1C=CC=CC=1P(C1CCCCC1)C1CCCCC1.Cl[C:48]1[CH:53]=[C:52]([P:54](=[O:61])([O:58][CH2:59][CH3:60])[O:55][CH2:56][CH3:57])[CH:51]=[CH:50][N:49]=1. (3) The reactants are: [N+:1]([C:4]1[CH:12]=[C:11]([S:13]([F:18])([F:17])([F:16])([F:15])[F:14])[CH:10]=[C:9]([N+:19]([O-:21])=[O:20])[C:5]=1C(O)=O)([O-:3])=[O:2]. Given the product [N+:19]([C:9]1[CH:10]=[C:11]([S:13]([F:18])([F:14])([F:15])([F:16])[F:17])[CH:12]=[C:4]([N+:1]([O-:3])=[O:2])[CH:5]=1)([O-:21])=[O:20], predict the reactants needed to synthesize it. (4) Given the product [CH3:1][N:2]([C:61]1[CH:66]=[CH:65][CH:64]=[CH:63][N:62]=1)[C:3]1[CH:13]=[CH:12][C:6]([C:7]([O:9][CH2:10][CH3:11])=[O:8])=[CH:5][CH:4]=1, predict the reactants needed to synthesize it. The reactants are: [CH3:1][NH:2][C:3]1[CH:13]=[CH:12][C:6]([C:7]([O:9][CH2:10][CH3:11])=[O:8])=[CH:5][CH:4]=1.C1C=CC(P(C2C(C3C(P(C4C=CC=CC=4)C4C=CC=CC=4)=CC=C4C=3C=CC=C4)=C3C(C=CC=C3)=CC=2)C2C=CC=CC=2)=CC=1.Br[C:61]1[CH:66]=[CH:65][CH:64]=[CH:63][N:62]=1.CC([O-])(C)C.[K+].